Task: Predict the reactants needed to synthesize the given product.. Dataset: Full USPTO retrosynthesis dataset with 1.9M reactions from patents (1976-2016) (1) Given the product [CH:1]1([C:6]2[CH:11]=[C:10]([C:12]3[C:24]4[C:23]([CH3:25])=[C:22]([CH3:26])[S:21][C:20]=4[C:19]([Br:31])=[C:18]4[C:13]=3[CH:14]=[CH:15][CH:16]=[CH:17]4)[CH:9]=[CH:8][C:7]=2[O:27][C:28](=[O:30])[CH3:29])[CH2:2][CH2:3][CH2:4][CH2:5]1, predict the reactants needed to synthesize it. The reactants are: [CH:1]1([C:6]2[CH:11]=[C:10]([C:12]3[C:24]4[C:23]([CH3:25])=[C:22]([CH3:26])[S:21][C:20]=4[CH:19]=[C:18]4[C:13]=3[CH:14]=[CH:15][CH:16]=[CH:17]4)[CH:9]=[CH:8][C:7]=2[O:27][C:28](=[O:30])[CH3:29])[CH2:5][CH2:4][CH2:3][CH2:2]1.[Br:31]Br. (2) Given the product [CH3:24][C:22]1([CH3:25])[O:23][C@@H:19]2[C@@H:18]([NH:26][C:27](=[O:30])[CH2:28][CH3:29])[CH2:17][C@@H:16]([N:13]3[CH:12]=[N:11][C:10]4[C:14]3=[N:15][C:7]([N:4]3[CH2:5][CH2:6][C@@H:2]([NH:1][C:51]([N:48]5[CH:47]=[CH:46][N:50]=[CH:49]5)=[O:52])[CH2:3]3)=[N:8][C:9]=4[NH:31][CH2:32][CH:33]([C:34]3[CH:39]=[CH:38][CH:37]=[CH:36][CH:35]=3)[C:40]3[CH:45]=[CH:44][CH:43]=[CH:42][CH:41]=3)[C@@H:20]2[O:21]1, predict the reactants needed to synthesize it. The reactants are: [NH2:1][C@@H:2]1[CH2:6][CH2:5][N:4]([C:7]2[N:15]=[C:14]3[C:10]([N:11]=[CH:12][N:13]3[C@H:16]3[C@@H:20]4[O:21][C:22]([CH3:25])([CH3:24])[O:23][C@@H:19]4[C@@H:18]([NH:26][C:27](=[O:30])[CH2:28][CH3:29])[CH2:17]3)=[C:9]([NH:31][CH2:32][CH:33]([C:40]3[CH:45]=[CH:44][CH:43]=[CH:42][CH:41]=3)[C:34]3[CH:39]=[CH:38][CH:37]=[CH:36][CH:35]=3)[N:8]=2)[CH2:3]1.[CH:46]1[N:50]=[CH:49][N:48]([C:51](N2C=NC=C2)=[O:52])[CH:47]=1. (3) Given the product [N:14]([C:2]1[CH:7]=[C:6]([Br:8])[N:5]=[C:4]([Cl:9])[C:3]=1[O:10][CH:11]([F:13])[F:12])=[N+:15]=[N-:16], predict the reactants needed to synthesize it. The reactants are: Br[C:2]1[CH:7]=[C:6]([Br:8])[N:5]=[C:4]([Cl:9])[C:3]=1[O:10][CH:11]([F:13])[F:12].[N-:14]=[N+:15]=[N-:16].[Na+]. (4) Given the product [Cl:1][C:2]1[CH:3]=[C:4]2[C:22](=[CH:23][CH:24]=1)[C:8]1([CH2:13][CH2:12][N:11]([C:14]([C:16]3[CH:21]=[CH:20][CH:19]=[CH:18][CH:17]=3)=[O:15])[CH2:10][CH2:9]1)[C:7](=[O:25])[C:6]([C:26]([NH:28][CH2:29][C:30]([OH:32])=[O:31])=[O:27])=[C:5]2[OH:34], predict the reactants needed to synthesize it. The reactants are: [Cl:1][C:2]1[CH:3]=[C:4]2[C:22](=[CH:23][CH:24]=1)[C:8]1([CH2:13][CH2:12][N:11]([C:14]([C:16]3[CH:21]=[CH:20][CH:19]=[CH:18][CH:17]=3)=[O:15])[CH2:10][CH2:9]1)[C:7](=[O:25])[C:6]([C:26]([NH:28][CH2:29][C:30]([O:32]C)=[O:31])=[O:27])=[C:5]2[OH:34].O.[OH-].[Li+]. (5) Given the product [CH2:1]([O:8][C:9]1[CH:14]=[CH:13][C:12]([C:15](=[O:18])[CH2:16][N:33]2[CH2:34][CH2:35][C:30]([OH:36])([C:27]3[CH:28]=[N:29][C:24]([O:23][CH3:22])=[CH:25][CH:26]=3)[CH2:31][CH2:32]2)=[CH:11][C:10]=1[F:19])[C:2]1[CH:7]=[CH:6][CH:5]=[CH:4][CH:3]=1, predict the reactants needed to synthesize it. The reactants are: [CH2:1]([O:8][C:9]1[CH:14]=[CH:13][C:12]([C:15](=[O:18])[CH2:16]Cl)=[CH:11][C:10]=1[F:19])[C:2]1[CH:7]=[CH:6][CH:5]=[CH:4][CH:3]=1.Cl.Cl.[CH3:22][O:23][C:24]1[N:29]=[CH:28][C:27]([C:30]2([OH:36])[CH2:35][CH2:34][NH:33][CH2:32][CH2:31]2)=[CH:26][CH:25]=1.